Dataset: CYP3A4 inhibition data for predicting drug metabolism from PubChem BioAssay. Task: Regression/Classification. Given a drug SMILES string, predict its absorption, distribution, metabolism, or excretion properties. Task type varies by dataset: regression for continuous measurements (e.g., permeability, clearance, half-life) or binary classification for categorical outcomes (e.g., BBB penetration, CYP inhibition). Dataset: cyp3a4_veith. (1) The compound is CC(=O)[C@H]1CC[C@@H]2[C@H]3CC=C4C[C@@H](O)CC[C@]4(C)[C@H]3CC[C@]12C. The result is 0 (non-inhibitor). (2) The result is 0 (non-inhibitor). The compound is c1ccc(CCN2CCCCCC2)nc1. (3) The drug is CC(C)Nc1cc(C(F)(F)F)nc(-c2ccccn2)n1. The result is 0 (non-inhibitor). (4) The molecule is C[C@@]1(O)CCOC(=O)C1. The result is 0 (non-inhibitor). (5) The drug is C/C(CCN1CCc2nc(-c3ccccc3)c(-c3ccccc3)cc2C1)=N\O[C@@H](C)c1cn([C@@H]2COC[C@@H]2O)nn1. The result is 0 (non-inhibitor).